Dataset: Full USPTO retrosynthesis dataset with 1.9M reactions from patents (1976-2016). Task: Predict the reactants needed to synthesize the given product. (1) Given the product [CH:1]1([C:7]2[N:8]3[C:36]4[CH:35]=[C:34]([C:37]([OH:39])=[O:38])[CH:33]=[CH:32][C:31]=4[CH2:30][CH:9]3[C:10]3[CH2:22][CH:21]([CH2:24][CH2:25][N:26]([CH3:28])[CH3:27])[CH2:20][CH2:19][C:11]=3[CH2:12][N:13]3[CH:18]=[CH:17][N:16]=[CH:15][C:14]=23)[CH2:2][CH2:3][CH2:4][CH2:5][CH2:6]1, predict the reactants needed to synthesize it. The reactants are: [CH:1]1([C:7]2[N:8]3[C:36]4[CH:35]=[C:34]([C:37]([O:39]C)=[O:38])[CH:33]=[CH:32][C:31]=4[CH2:30][CH:9]3[C:10]3[C:22](=O)[CH:21]([CH2:24][CH2:25][N:26]([CH3:28])[CH3:27])[CH2:20][C:19](=O)[C:11]=3[CH2:12][N:13]3[CH:18]=[CH:17][N:16]=[CH:15][C:14]=23)[CH2:6][CH2:5][CH2:4][CH2:3][CH2:2]1.S(C)C.[OH-].[Na+]. (2) Given the product [Br:17][C:4]1[C:3]([O:2][CH3:1])=[CH:11][CH:10]=[C:9]2[C:5]=1[CH:6]=[C:7]([C:12]([O:14][CH2:15][CH3:16])=[O:13])[NH:8]2, predict the reactants needed to synthesize it. The reactants are: [CH3:1][O:2][C:3]1[CH:4]=[C:5]2[C:9](=[CH:10][CH:11]=1)[NH:8][C:7]([C:12]([O:14][CH2:15][CH3:16])=[O:13])=[CH:6]2.[Br:17]Br. (3) Given the product [P:1]([O-:5])([OH:4])([OH:3])=[O:2].[Ca+2:7].[P:1]([O-:5])([OH:4])([OH:3])=[O:2], predict the reactants needed to synthesize it. The reactants are: [P:1](=[O:5])([OH:4])([OH:3])[OH:2].[OH-].[Ca+2:7].[OH-].